This data is from NCI-60 drug combinations with 297,098 pairs across 59 cell lines. The task is: Regression. Given two drug SMILES strings and cell line genomic features, predict the synergy score measuring deviation from expected non-interaction effect. (1) Drug 1: CC1=C(C(=CC=C1)Cl)NC(=O)C2=CN=C(S2)NC3=CC(=NC(=N3)C)N4CCN(CC4)CCO. Drug 2: CC1CCC2CC(C(=CC=CC=CC(CC(C(=O)C(C(C(=CC(C(=O)CC(OC(=O)C3CCCCN3C(=O)C(=O)C1(O2)O)C(C)CC4CCC(C(C4)OC)OCCO)C)C)O)OC)C)C)C)OC. Cell line: HOP-62. Synergy scores: CSS=-0.0570, Synergy_ZIP=2.11, Synergy_Bliss=3.95, Synergy_Loewe=1.59, Synergy_HSA=-1.37. (2) Drug 1: CN(C)C1=NC(=NC(=N1)N(C)C)N(C)C. Drug 2: C1C(C(OC1N2C=C(C(=O)NC2=O)F)CO)O. Cell line: CAKI-1. Synergy scores: CSS=17.0, Synergy_ZIP=-4.77, Synergy_Bliss=-3.05, Synergy_Loewe=-11.9, Synergy_HSA=-1.53. (3) Drug 1: C1=CC(=CC=C1CCCC(=O)O)N(CCCl)CCCl. Drug 2: CC12CCC3C(C1CCC2O)C(CC4=C3C=CC(=C4)O)CCCCCCCCCS(=O)CCCC(C(F)(F)F)(F)F. Cell line: COLO 205. Synergy scores: CSS=30.8, Synergy_ZIP=-11.3, Synergy_Bliss=-9.96, Synergy_Loewe=-11.8, Synergy_HSA=-11.4. (4) Drug 1: C1CCN(CC1)CCOC2=CC=C(C=C2)C(=O)C3=C(SC4=C3C=CC(=C4)O)C5=CC=C(C=C5)O. Drug 2: C1CC(C1)(C(=O)O)C(=O)O.[NH2-].[NH2-].[Pt+2]. Cell line: ACHN. Synergy scores: CSS=51.5, Synergy_ZIP=-2.45, Synergy_Bliss=-4.18, Synergy_Loewe=-5.23, Synergy_HSA=-4.76. (5) Drug 1: CCN(CC)CCNC(=O)C1=C(NC(=C1C)C=C2C3=C(C=CC(=C3)F)NC2=O)C. Drug 2: CCCCC(=O)OCC(=O)C1(CC(C2=C(C1)C(=C3C(=C2O)C(=O)C4=C(C3=O)C=CC=C4OC)O)OC5CC(C(C(O5)C)O)NC(=O)C(F)(F)F)O. Cell line: UACC-257. Synergy scores: CSS=70.8, Synergy_ZIP=-0.706, Synergy_Bliss=1.04, Synergy_Loewe=3.62, Synergy_HSA=4.08. (6) Drug 1: CS(=O)(=O)CCNCC1=CC=C(O1)C2=CC3=C(C=C2)N=CN=C3NC4=CC(=C(C=C4)OCC5=CC(=CC=C5)F)Cl. Drug 2: CCC1(CC2CC(C3=C(CCN(C2)C1)C4=CC=CC=C4N3)(C5=C(C=C6C(=C5)C78CCN9C7C(C=CC9)(C(C(C8N6C)(C(=O)OC)O)OC(=O)C)CC)OC)C(=O)OC)O.OS(=O)(=O)O. Cell line: SK-OV-3. Synergy scores: CSS=16.0, Synergy_ZIP=0.295, Synergy_Bliss=4.30, Synergy_Loewe=-4.37, Synergy_HSA=0.876. (7) Drug 1: C1=CC=C(C(=C1)C(C2=CC=C(C=C2)Cl)C(Cl)Cl)Cl. Drug 2: CC1=C(C(=O)C2=C(C1=O)N3CC4C(C3(C2COC(=O)N)OC)N4)N. Cell line: MDA-MB-435. Synergy scores: CSS=20.5, Synergy_ZIP=-4.04, Synergy_Bliss=1.98, Synergy_Loewe=-18.5, Synergy_HSA=0.0711.